This data is from Merck oncology drug combination screen with 23,052 pairs across 39 cell lines. The task is: Regression. Given two drug SMILES strings and cell line genomic features, predict the synergy score measuring deviation from expected non-interaction effect. Drug 1: NC1(c2ccc(-c3nc4ccn5c(=O)[nH]nc5c4cc3-c3ccccc3)cc2)CCC1. Drug 2: COC1=C2CC(C)CC(OC)C(O)C(C)C=C(C)C(OC(N)=O)C(OC)C=CC=C(C)C(=O)NC(=CC1=O)C2=O. Cell line: PA1. Synergy scores: synergy=16.9.